This data is from Full USPTO retrosynthesis dataset with 1.9M reactions from patents (1976-2016). The task is: Predict the reactants needed to synthesize the given product. Given the product [F:60][C:61]([F:74])([F:73])[S:62]([O:45][C:23]1[CH:24]=[CH:25][C:26]2[C:27]3[C:14]([C:15]4[CH:16]=[CH:17][CH:18]=[CH:19][C:20]=4[C:21]=2[CH:22]=1)=[CH:13][C:12]1=[CH:11][C:10]2[C:30]([C:31]4([C:44]5[CH:43]=[CH:42][CH:41]=[CH:40][C:39]=5[C:38]5[C:33]4=[CH:34][CH:35]=[CH:36][CH:37]=5)[CH:32]=[C:8]([N:7]([C:3]4[CH:2]=[C:1]([CH3:53])[CH:6]=[CH:5][CH:4]=4)[C:46]4[CH:47]=[C:48]([CH3:52])[CH:49]=[CH:50][CH:51]=4)[CH:9]=2)=[C:29]1[CH:28]=3)(=[O:64])=[O:63], predict the reactants needed to synthesize it. The reactants are: [C:1]1([CH3:53])[CH:6]=[CH:5][CH:4]=[C:3]([N:7]([C:46]2[CH:47]=[C:48]([CH3:52])[CH:49]=[CH:50][CH:51]=2)[C:8]2[CH:9]=[C:10]3[C:30]([C:31]4([C:44]5[CH:43]=[CH:42][CH:41]=[CH:40][C:39]=5[C:38]5[C:33]4=[CH:34][CH:35]=[CH:36][CH:37]=5)[CH:32]=2)=[C:29]2[C:12]([CH:13]=[C:14]4[C:27](=[CH:28]2)[C:26]2[CH:25]=[CH:24][C:23]([OH:45])=[CH:22][C:21]=2[C:20]2[CH:19]=[CH:18][CH:17]=[CH:16][C:15]4=2)=[CH:11]3)[CH:2]=1.N1C=CC=CC=1.[F:60][C:61]([F:74])([F:73])[S:62](O[S:62]([C:61]([F:74])([F:73])[F:60])(=[O:64])=[O:63])(=[O:64])=[O:63].